Dataset: Reaction yield outcomes from USPTO patents with 853,638 reactions. Task: Predict the reaction yield, written as a fraction of the theoretical maximum amount of product (1.0 means a 100% yield; for example, 0.34 means a 34% yield). (1) The reactants are [CH2:1]([O:3][C:4](=[O:13])[C:5]1[N+:6]([O-])=[CH:7][CH:8]=[C:9]([Cl:11])[CH:10]=1)[CH3:2].P(Cl)(Cl)([Cl:16])=O. No catalyst specified. The product is [CH2:1]([O:3][C:4](=[O:13])[C:5]1[CH:10]=[C:9]([Cl:11])[CH:8]=[C:7]([Cl:16])[N:6]=1)[CH3:2]. The yield is 0.640. (2) The reactants are [CH3:1][C:2]1[CH:7]=[C:6]([CH3:8])[N:5]2[N:9]=[C:10]([S:12][CH2:13][CH2:14][OH:15])[N:11]=[C:4]2[N:3]=1.[CH3:16][N:17]([CH3:27])[CH2:18][CH2:19][C:20]1[CH:25]=[CH:24][C:23](O)=[CH:22][CH:21]=1. No catalyst specified. The product is [CH3:1][C:2]1[CH:7]=[C:6]([CH3:8])[N:5]2[N:9]=[C:10]([S:12][CH2:13][CH2:14][O:15][C:23]3[CH:24]=[CH:25][C:20]([CH2:19][CH2:18][N:17]([CH3:16])[CH3:27])=[CH:21][CH:22]=3)[N:11]=[C:4]2[N:3]=1. The yield is 0.480. (3) The reactants are [CH3:1][C:2]1([N:10]2[CH2:18][C:17]3[C:12](=[CH:13][CH:14]=[CH:15][C:16]=3[N+:19]([O-])=O)[C:11]2=[O:22])[CH2:7][CH2:6][C:5](=[O:8])[NH:4][C:3]1=[O:9].[H][H]. The catalyst is CO.[Pd]. The product is [CH3:1][C:2]1([N:10]2[CH2:18][C:17]3[C:12](=[CH:13][CH:14]=[CH:15][C:16]=3[NH2:19])[C:11]2=[O:22])[CH2:7][CH2:6][C:5](=[O:8])[NH:4][C:3]1=[O:9]. The yield is 0.133.